This data is from Reaction yield outcomes from USPTO patents with 853,638 reactions. The task is: Predict the reaction yield, written as a fraction of the theoretical maximum amount of product (1.0 means a 100% yield; for example, 0.34 means a 34% yield). (1) The reactants are F[B-](F)(F)F.[CH3:6][O:7][C:8]1[CH:13]=[CH:12][C:11]([I+][C:11]2[CH:12]=[CH:13][C:8]([O:7][CH3:6])=[CH:9][CH:10]=2)=[CH:10][CH:9]=1.[OH:23][C:24]1[C:38]([CH3:39])=[CH:37][C:27]2[C:28]([CH2:31][C:32]([O:34][CH2:35][CH3:36])=[O:33])=[CH:29][O:30][C:26]=2[C:25]=1[CH3:40].C(N(CC)CC)C. The catalyst is ClCCl.[Cu]. The product is [CH3:6][O:7][C:8]1[CH:13]=[CH:12][C:11]([O:23][C:24]2[C:38]([CH3:39])=[CH:37][C:27]3[C:28]([CH2:31][C:32]([O:34][CH2:35][CH3:36])=[O:33])=[CH:29][O:30][C:26]=3[C:25]=2[CH3:40])=[CH:10][CH:9]=1. The yield is 0.230. (2) The reactants are [ClH:1].[NH:2]([CH:4]1[CH2:9][CH2:8][O:7][CH:6]([CH3:10])[CH2:5]1)N.C(O)C.[OH-].[Na+].Cl. The catalyst is [Ni].C(O)CCC.O. The product is [ClH:1].[NH2:2][CH:4]1[CH2:9][CH2:8][O:7][CH:6]([CH3:10])[CH2:5]1. The yield is 0.630. (3) The reactants are Cl[C:2]1[CH:7]=[CH:6][C:5]([N+:8]([O-:10])=[O:9])=[CH:4][C:3]=1[S:11]([NH2:14])(=[O:13])=[O:12].[CH2:15]([NH2:22])[C:16]1[CH:21]=[CH:20][CH:19]=[CH:18][CH:17]=1.C(N(CC)CC)C. The catalyst is C(#N)C. The product is [CH2:15]([NH:22][C:2]1[CH:7]=[CH:6][C:5]([N+:8]([O-:10])=[O:9])=[CH:4][C:3]=1[S:11]([NH2:14])(=[O:13])=[O:12])[C:16]1[CH:21]=[CH:20][CH:19]=[CH:18][CH:17]=1. The yield is 0.840. (4) The reactants are [Br:1][C:2]1[CH:3]=[C:4]([NH2:9])[C:5]([Cl:8])=[N:6][CH:7]=1.[Li+].C[Si]([N-][Si](C)(C)C)(C)C.[CH3:20][O:21][C:22]1[CH:27]=[CH:26][C:25]([S:28](Cl)(=[O:30])=[O:29])=[CH:24][CH:23]=1. The catalyst is C1COCC1. The product is [Br:1][C:2]1[CH:3]=[C:4]([NH:9][S:28]([C:25]2[CH:24]=[CH:23][C:22]([O:21][CH3:20])=[CH:27][CH:26]=2)(=[O:30])=[O:29])[C:5]([Cl:8])=[N:6][CH:7]=1. The yield is 0.687. (5) The reactants are [NH2:1][C:2]1[CH:10]=[C:9]([F:11])[C:8]([I:12])=[CH:7][C:3]=1[C:4]([OH:6])=[O:5].Cl[C:14]([O:17]C(Cl)=O)(Cl)Cl. The catalyst is O1CCOCC1. The product is [F:11][C:9]1[CH:10]=[C:2]2[NH:1][C:14](=[O:17])[O:6][C:4](=[O:5])[C:3]2=[CH:7][C:8]=1[I:12]. The yield is 0.900. (6) The reactants are [NH2:1][CH2:2][CH2:3][NH:4][C:5]1[N:6]=[C:7]([C:24]2[CH:29]=[CH:28][CH:27]=[CH:26][C:25]=2[CH3:30])[C:8]2[CH:14]=[CH:13][C:12](=[O:15])[N:11]([C:16]3[C:21]([F:22])=[CH:20][CH:19]=[CH:18][C:17]=3[F:23])[C:9]=2[N:10]=1.C1C=CC(O[C:38](OC2C=CC=CC=2)=[N:39][C:40]#[N:41])=CC=1.[NH3:49]. The catalyst is C(O)(C)C. The product is [C:38]([NH:39][C:40]([NH:1][CH2:2][CH2:3][NH:4][C:5]1[N:6]=[C:7]([C:24]2[CH:29]=[CH:28][CH:27]=[CH:26][C:25]=2[CH3:30])[C:8]2[CH:14]=[CH:13][C:12](=[O:15])[N:11]([C:16]3[C:21]([F:22])=[CH:20][CH:19]=[CH:18][C:17]=3[F:23])[C:9]=2[N:10]=1)=[NH:41])#[N:49]. The yield is 0.590. (7) The reactants are [NH:1]1[C:9]2[C:4](=[CH:5][CH:6]=[C:7]([C:10]([OH:12])=O)[CH:8]=2)[CH:3]=[CH:2]1.C1C=CC2N(O)N=NC=2C=1.CCN=C=NCCCN(C)C.C(N(C(C)C)CC)(C)C.[CH:43]1([NH:49][CH3:50])[CH2:48][CH2:47][CH2:46][CH2:45][CH2:44]1. The catalyst is C1COCC1.O. The product is [CH:43]1([N:49]([CH3:50])[C:10]([C:7]2[CH:8]=[C:9]3[C:4]([CH:3]=[CH:2][NH:1]3)=[CH:5][CH:6]=2)=[O:12])[CH2:48][CH2:47][CH2:46][CH2:45][CH2:44]1. The yield is 0.380.